From a dataset of Full USPTO retrosynthesis dataset with 1.9M reactions from patents (1976-2016). Predict the reactants needed to synthesize the given product. (1) The reactants are: [CH2:1]([NH:3][C:4]([NH:6][C:7]1[S:8][C:9]2[C:15]([C:16]3[CH:21]=[CH:20][CH:19]=[CH:18][N:17]=3)=[CH:14][C:13](OS(C(F)(F)F)(=O)=O)=[CH:12][C:10]=2[N:11]=1)=[O:5])[CH3:2].[B:30]1(B2OCC(C)(C)CO2)[O:35]CC(C)(C)C[O:31]1.CC([O-])=O.[K+]. Given the product [CH2:1]([NH:3][C:4]([NH:6][C:7]1[S:8][C:9]2[C:15]([C:16]3[CH:21]=[CH:20][CH:19]=[CH:18][N:17]=3)=[CH:14][C:13]([B:30]([OH:35])[OH:31])=[CH:12][C:10]=2[N:11]=1)=[O:5])[CH3:2], predict the reactants needed to synthesize it. (2) Given the product [Cl:1][C:2]1[CH:3]=[CH:4][C:5]([O:23][CH:24]([F:26])[F:25])=[C:6]([C:8]2[C:13]([O:14][CH3:15])=[CH:12][N:11]([CH:16]([CH2:20][CH3:21])[C:17]([NH:27][C:28]3[CH:40]=[CH:39][C:31]([C:32]([O:34][C:35]([CH3:36])([CH3:37])[CH3:38])=[O:33])=[CH:30][CH:29]=3)=[O:18])[C:10](=[O:22])[CH:9]=2)[CH:7]=1, predict the reactants needed to synthesize it. The reactants are: [Cl:1][C:2]1[CH:3]=[CH:4][C:5]([O:23][CH:24]([F:26])[F:25])=[C:6]([C:8]2[C:13]([O:14][CH3:15])=[CH:12][N:11]([CH:16]([CH2:20][CH3:21])[C:17](O)=[O:18])[C:10](=[O:22])[CH:9]=2)[CH:7]=1.[NH2:27][C:28]1[CH:40]=[CH:39][C:31]([C:32]([O:34][C:35]([CH3:38])([CH3:37])[CH3:36])=[O:33])=[CH:30][CH:29]=1.